From a dataset of Reaction yield outcomes from USPTO patents with 853,638 reactions. Predict the reaction yield, written as a fraction of the theoretical maximum amount of product (1.0 means a 100% yield; for example, 0.34 means a 34% yield). The reactants are [CH3:1][O:2][C:3]1[CH:8]=[CH:7][C:6]([C:9]2[CH2:10][CH2:11][O:12][CH2:13][CH:14]=2)=[CH:5][C:4]=1[N+:15]([O-])=O. The catalyst is CO.ClCCl.[Pd]. The product is [CH3:1][O:2][C:3]1[CH:8]=[CH:7][C:6]([CH:9]2[CH2:14][CH2:13][O:12][CH2:11][CH2:10]2)=[CH:5][C:4]=1[NH2:15]. The yield is 0.950.